From a dataset of Forward reaction prediction with 1.9M reactions from USPTO patents (1976-2016). Predict the product of the given reaction. (1) The product is: [CH3:18][N:19]1[C:23]([C:24]2[CH:25]=[C:26]([NH:27][C:13]([C:6]3[CH:7]=[CH:8][CH:9]=[C:10]4[C:5]=3[NH:4][C:3]([C:2]([F:1])([F:17])[F:16])=[C:11]4[CH3:12])=[O:15])[CH:28]=[CH:29][CH:30]=2)=[CH:22][N:21]=[C:20]1[CH3:31]. Given the reactants [F:1][C:2]([F:17])([F:16])[C:3]1[NH:4][C:5]2[C:10]([C:11]=1[CH3:12])=[CH:9][CH:8]=[CH:7][C:6]=2[C:13]([OH:15])=O.[CH3:18][N:19]1[C:23]([C:24]2[CH:25]=[C:26]([CH:28]=[CH:29][CH:30]=2)[NH2:27])=[CH:22][N:21]=[C:20]1[CH3:31].Cl.C(N=C=NCCCN(C)C)C, predict the reaction product. (2) Given the reactants [NH2:1][C:2]1[CH:7]=[CH:6][C:5]([N:8]([CH2:16][CH2:17][C:18]2[N:19]=[C:20]([NH:23][C:24]([O:26][C:27]([CH3:30])([CH3:29])[CH3:28])=[O:25])[S:21][CH:22]=2)[C:9](=[O:15])[O:10][C:11]([CH3:14])([CH3:13])[CH3:12])=[CH:4][CH:3]=1.[F:31][C:32]([F:49])([F:48])[C:33]1[CH:38]=[CH:37][C:36]([C:39]2[CH2:44][CH2:43][CH2:42][CH2:41][C:40]=2[C:45](O)=[O:46])=[CH:35][CH:34]=1.O.ON1C2C=CC=CC=2N=N1.Cl.CN(C)CCCN=C=NCC, predict the reaction product. The product is: [C:27]([O:26][C:24]([NH:23][C:20]1[S:21][CH:22]=[C:18]([CH2:17][CH2:16][N:8]([C:5]2[CH:4]=[CH:3][C:2]([NH:1][C:45]([C:40]3[CH2:41][CH2:42][CH2:43][CH2:44][C:39]=3[C:36]3[CH:35]=[CH:34][C:33]([C:32]([F:31])([F:48])[F:49])=[CH:38][CH:37]=3)=[O:46])=[CH:7][CH:6]=2)[C:9](=[O:15])[O:10][C:11]([CH3:14])([CH3:13])[CH3:12])[N:19]=1)=[O:25])([CH3:30])([CH3:29])[CH3:28]. (3) Given the reactants [CH2:1]([O:3][C:4]1[CH:9]=[CH:8][CH:7]=[CH:6][C:5]=1[C:10]1([CH3:26])[NH:14][C:13](=[O:15])[N:12]([CH2:16][C:17](=[O:24])[C:18]2[CH:23]=[CH:22][CH:21]=[CH:20][CH:19]=2)[C:11]1=[O:25])[CH3:2].[CH3:27]I, predict the reaction product. The product is: [CH2:1]([O:3][C:4]1[CH:9]=[CH:8][CH:7]=[CH:6][C:5]=1[C:10]1([CH3:26])[N:14]([CH3:27])[C:13](=[O:15])[N:12]([CH2:16][C:17](=[O:24])[C:18]2[CH:19]=[CH:20][CH:21]=[CH:22][CH:23]=2)[C:11]1=[O:25])[CH3:2].